From a dataset of Forward reaction prediction with 1.9M reactions from USPTO patents (1976-2016). Predict the product of the given reaction. (1) Given the reactants [Br:1][C:2]1[CH:7]=[CH:6][C:5]([N+:8]([O-])=O)=[CH:4][C:3]=1[O:11][CH2:12][C:13]([CH3:15])=[CH2:14].[NH4+].[Cl-].[CH3:18][C:19]([O:22][C:23](O[C:23]([O:22][C:19]([CH3:21])([CH3:20])[CH3:18])=[O:24])=[O:24])([CH3:21])[CH3:20], predict the reaction product. The product is: [C:19]([O:22][C:23](=[O:24])[NH:8][C:5]1[CH:6]=[CH:7][C:2]([Br:1])=[C:3]([O:11][CH2:12][C:13]([CH3:15])=[CH2:14])[CH:4]=1)([CH3:21])([CH3:20])[CH3:18]. (2) Given the reactants [CH3:1][C:2]1([CH3:14])[C:6]([CH3:8])([CH3:7])[O:5][B:4]([C:9]2[CH:10]=[N:11][NH:12][CH:13]=2)[O:3]1.CS(O[CH2:20][C:21]1([C:24]#[N:25])[CH2:23][CH2:22]1)(=O)=O.[H-].[Na+], predict the reaction product. The product is: [CH3:1][C:2]1([CH3:14])[C:6]([CH3:7])([CH3:8])[O:5][B:4]([C:9]2[CH:13]=[N:12][N:11]([CH2:20][C:21]3([C:24]#[N:25])[CH2:23][CH2:22]3)[CH:10]=2)[O:3]1. (3) The product is: [CH3:31][CH:32]1[CH2:37][CH2:36][CH2:35][CH2:34][N:33]1[CH2:6][C:7]1[CH:12]=[CH:11][C:10]([CH2:13][CH2:14][NH:15][C:16]([C:18]2[CH:23]=[CH:22][C:21]([C:24]3[CH:29]=[CH:28][C:27]([Cl:30])=[CH:26][CH:25]=3)=[CH:20][CH:19]=2)=[O:17])=[CH:9][CH:8]=1. Given the reactants CS(O[CH2:6][C:7]1[CH:12]=[CH:11][C:10]([CH2:13][CH2:14][NH:15][C:16]([C:18]2[CH:23]=[CH:22][C:21]([C:24]3[CH:29]=[CH:28][C:27]([Cl:30])=[CH:26][CH:25]=3)=[CH:20][CH:19]=2)=[O:17])=[CH:9][CH:8]=1)(=O)=O.[CH3:31][CH:32]1[CH2:37][CH2:36][CH2:35][CH2:34][NH:33]1, predict the reaction product. (4) Given the reactants [H-].[Na+].[CH3:3][O:4][C:5]1[CH:12]=[CH:11][C:8]([CH2:9][OH:10])=[CH:7][CH:6]=1.C1OCCOCCOCCOCCOC1.[Cl:28][C:29]1[CH:38]=[C:37](Cl)[C:36]2[C:31](=[C:32]([CH3:42])[C:33]([O:40][CH3:41])=[CH:34][CH:35]=2)[N:30]=1, predict the reaction product. The product is: [Cl:28][C:29]1[CH:38]=[C:37]([O:10][CH2:9][C:8]2[CH:11]=[CH:12][C:5]([O:4][CH3:3])=[CH:6][CH:7]=2)[C:36]2[C:31](=[C:32]([CH3:42])[C:33]([O:40][CH3:41])=[CH:34][CH:35]=2)[N:30]=1. (5) Given the reactants [CH3:1][O:2][C:3]([C:5]1[S:6][C:7]([C:30]#[C:31][C:32]([CH3:35])([CH3:34])[CH3:33])=[CH:8][C:9]=1[N:10]([CH:20]1[CH2:29][CH2:28][C:23]2(OCC[O:24]2)[CH2:22][CH2:21]1)[C:11]([C@H:13]1[CH2:18][CH2:17][C@H:16]([CH3:19])[CH2:15][CH2:14]1)=[O:12])=[O:4].Cl.O, predict the reaction product. The product is: [CH3:1][O:2][C:3]([C:5]1[S:6][C:7]([C:30]#[C:31][C:32]([CH3:33])([CH3:35])[CH3:34])=[CH:8][C:9]=1[N:10]([C:11]([C@H:13]1[CH2:14][CH2:15][C@H:16]([CH3:19])[CH2:17][CH2:18]1)=[O:12])[CH:20]1[CH2:21][CH2:22][C:23](=[O:24])[CH2:28][CH2:29]1)=[O:4]. (6) Given the reactants C(O[C:6]([N:8]1[CH2:12][CH2:11][CH2:10][CH:9]1[CH2:13][O:14][CH:15]1[CH2:20][CH2:19][CH:18]([C:21]([O:23][CH3:24])=[O:22])[CH2:17][CH2:16]1)=[O:7])(C)(C)C.[C:25]([OH:31])(C(F)(F)F)=O.[CH:32]1[CH:33]=[CH:34][C:35]2N(O)N=[N:38][C:36]=2[CH:37]=1.[CH2:42](N(CC)CC)C.CCN=C=N[CH2:54][CH2:55][CH2:56][N:57](C)C.Cl.[CH2:61]1[CH2:65]O[CH2:63][CH2:62]1, predict the reaction product. The product is: [CH3:42][C:35]1[CH:34]=[CH:33][CH:32]=[CH:37][C:36]=1[NH:38][C:25](=[O:31])[NH:57][C:56]1[CH:55]=[CH:54][C:61]([CH2:65][C:6]([N:8]2[CH2:12][CH2:11][CH2:10][C@H:9]2[CH2:13][O:14][CH:15]2[CH2:16][CH2:17][CH:18]([C:21]([O:23][CH3:24])=[O:22])[CH2:19][CH2:20]2)=[O:7])=[CH:62][CH:63]=1. (7) Given the reactants Br[C:2]1[CH:3]=[CH:4][C:5]2[C:6](Br)=[CH:7][C:8]3[C:17]([C:18]=2[CH:19]=1)=[CH:16][C:15](Br)=[C:14]1[C:9]=3[CH:10]=[C:11](Br)[CH:12]=[CH:13]1.[C:23]([C:27]1[CH:32]=[CH:31][C:30](B(O)O)=[CH:29][CH:28]=1)([CH3:26])([CH3:25])[CH3:24].[C:46](P([C:46]([CH3:49])([CH3:48])[CH3:47])C[Si](C)(C)C)([CH3:49])([CH3:48])[CH3:47].C(=O)([O-])[O-].[Cs+].[Cs+], predict the reaction product. The product is: [C:23]([C:27]1[CH:32]=[CH:31][C:30]([C:2]2[CH:3]=[CH:4][C:5]3[C:6]([C:2]4[CH:3]=[CH:4][C:5]([C:46]([CH3:47])([CH3:48])[CH3:49])=[CH:18][CH:19]=4)=[CH:7][C:8]4[C:17]([C:18]=3[CH:19]=2)=[CH:16][C:15]([C:30]2[CH:31]=[CH:32][C:27]([C:23]([CH3:26])([CH3:25])[CH3:24])=[CH:28][CH:29]=2)=[C:14]2[C:9]=4[CH:10]=[C:11]([C:30]3[CH:31]=[CH:32][C:27]([C:23]([CH3:26])([CH3:25])[CH3:24])=[CH:28][CH:29]=3)[CH:12]=[CH:13]2)=[CH:29][CH:28]=1)([CH3:26])([CH3:25])[CH3:24].